Dataset: Forward reaction prediction with 1.9M reactions from USPTO patents (1976-2016). Task: Predict the product of the given reaction. (1) Given the reactants [H-].[Na+].[NH2:3][C:4]1[N:9]=[CH:8][N:7]=[C:6]2[NH:10][N:11]=[CH:12][C:5]=12.Cl[CH2:14][CH2:15][N:16]1[CH2:22][CH2:21][CH2:20][CH2:19][CH2:18][CH2:17]1.C([O-])(O)=O.[Na+], predict the reaction product. The product is: [N:16]1([CH2:15][CH2:14][N:10]2[C:6]3=[N:7][CH:8]=[N:9][C:4]([NH2:3])=[C:5]3[CH:12]=[N:11]2)[CH2:22][CH2:21][CH2:20][CH2:19][CH2:18][CH2:17]1. (2) Given the reactants Cl.Cl.[NH2:3][C@H:4]1[CH2:8][CH2:7][N:6]([C:9]2[CH:14]=[CH:13][C:12]([S:15]([N:18]([CH3:20])[CH3:19])(=[O:17])=[O:16])=[CH:11][CH:10]=2)[CH2:5]1.C(=O)(O)[O-].[Na+], predict the reaction product. The product is: [NH2:3][C@H:4]1[CH2:8][CH2:7][N:6]([C:9]2[CH:10]=[CH:11][C:12]([S:15]([N:18]([CH3:20])[CH3:19])(=[O:16])=[O:17])=[CH:13][CH:14]=2)[CH2:5]1. (3) Given the reactants [Cl:1][C:2]1[CH:11]=[CH:10][C:9]([NH:12][S:13]([C:16]2[CH:21]=[CH:20][C:19]([CH3:22])=[CH:18][C:17]=2[N+:23]([O-])=O)(=[O:15])=[O:14])=[C:8]2[C:3]=1[CH:4]=[CH:5][CH:6]=[N:7]2.O.NN, predict the reaction product. The product is: [NH2:23][C:17]1[CH:18]=[C:19]([CH3:22])[CH:20]=[CH:21][C:16]=1[S:13]([NH:12][C:9]1[CH:10]=[CH:11][C:2]([Cl:1])=[C:3]2[C:8]=1[N:7]=[CH:6][CH:5]=[CH:4]2)(=[O:15])=[O:14]. (4) Given the reactants C[Si](C)(C)[N-][Si](C)(C)C.[Li+].[N:11]1([CH2:17][C:18]2[CH:19]=[C:20]([C:24]3[O:25][C:26](=[O:37])[C:27]4[C:32]5[CH2:33][CH2:34][CH2:35][CH2:36][C:31]=5[S:30][C:28]=4[N:29]=3)[CH:21]=[CH:22][CH:23]=2)[CH2:16][CH2:15][O:14][CH2:13][CH2:12]1.[CH:38]1([C:41]2[S:45][C:44]([NH2:46])=[N:43][N:42]=2)[CH2:40][CH2:39]1.[Cl-].[NH4+], predict the reaction product. The product is: [CH:38]1([C:41]2[S:45][C:44]([NH:46][C:26]([C:27]3[C:32]4[CH2:33][CH2:34][CH2:35][CH2:36][C:31]=4[S:30][C:28]=3[NH:29][C:24](=[O:25])[C:20]3[CH:21]=[CH:22][CH:23]=[C:18]([CH2:17][N:11]4[CH2:16][CH2:15][O:14][CH2:13][CH2:12]4)[CH:19]=3)=[O:37])=[N:43][N:42]=2)[CH2:40][CH2:39]1. (5) Given the reactants [F:1][C:2]1[N:10]=[CH:9][CH:8]=[CH:7][C:3]=1[C:4]([OH:6])=[O:5].C(Cl)(=O)C(Cl)=O.FC1C(F)=CC=CC=1N.C([O-])(O)=O.[Na+].C(NC1C(C([NH:44][C:45]2[CH:50]=[CH:49][CH:48]=[C:47]([Cl:51])[C:46]=2[Cl:52])=O)=CC=CN=1)(C)(C)C.C(NC1C(C([NH:66][C:67]2[CH:72]=[CH:71][CH:70]=[C:69]([Cl:73])[C:68]=2[F:74])=O)=CC=CN=1)(C)(C)C, predict the reaction product. The product is: [F:1][C:2]1[N:10]=[CH:9][CH:8]=[CH:7][C:3]=1[C:4]([OH:6])=[O:5].[Cl:52][C:46]1[C:47]([Cl:51])=[CH:48][CH:49]=[CH:50][C:45]=1[NH2:44].[Cl:73][C:69]1[C:68]([F:74])=[C:67]([CH:72]=[CH:71][CH:70]=1)[NH2:66]. (6) The product is: [S:24]1[C:28]([NH:29][C:2]2[CH:7]=[C:6]([Cl:8])[N:5]=[C:4]([S:9][C:10]3[CH:15]=[CH:14][C:13]([NH:16][CH2:17][CH2:18][C:19]([F:22])([F:21])[F:20])=[CH:12][CH:11]=3)[N:3]=2)=[N:27][CH:26]=[N:25]1. Given the reactants Cl[C:2]1[CH:7]=[C:6]([Cl:8])[N:5]=[C:4]([S:9][C:10]2[CH:15]=[CH:14][C:13]([NH:16][C:17](=O)[CH2:18][C:19]([F:22])([F:21])[F:20])=[CH:12][CH:11]=2)[N:3]=1.[S:24]1[C:28]([NH2:29])=[N:27][CH:26]=[N:25]1.CC1(C)C2C(=C(P(C3C=CC=CC=3)C3C=CC=CC=3)C=CC=2)OC2C(P(C3C=CC=CC=3)C3C=CC=CC=3)=CC=CC1=2.C(=O)([O-])[O-].[Na+].[Na+], predict the reaction product. (7) Given the reactants Cl[C:2]1[N:11]=[CH:10][CH:9]=[C:8]2[C:3]=1[CH:4]=[C:5]([C:21]1[CH:26]=[CH:25][CH:24]=[CH:23][CH:22]=1)[C:6](=[O:20])[N:7]2NC(OC(C)(C)C)=O.O.[NH2:28][NH2:29], predict the reaction product. The product is: [NH:28]([C:2]1[N:11]=[CH:10][CH:9]=[C:8]2[C:3]=1[CH:4]=[C:5]([C:21]1[CH:26]=[CH:25][CH:24]=[CH:23][CH:22]=1)[C:6](=[O:20])[NH:7]2)[NH2:29]. (8) The product is: [CH3:44][C@@H:45]1[O:50][C@@H:49]([O:51][CH2:52][C@H:53]2[O:58][C@@H:57]([O:59][C:22]3[CH:23]=[C:24]([OH:28])[C:25]4[C:26](=[O:27])[CH:17]=[C:18]([C:30]5[CH:31]=[CH:32][C:33]([O:37][CH3:87])=[C:34]([OH:36])[CH:35]=5)[O:19][C:20]=4[CH:21]=3)[C@H:56]([OH:81])[C@@H:55]([OH:82])[C@@H:54]2[OH:83])[C@H:48]([OH:84])[C@H:47]([OH:85])[C@H:46]1[OH:86]. Given the reactants C[C@@H]1O[C@@H](OC[C@H]2O[C@@H](O[C:17]3[C:26](=[O:27])[C:25]4[C:24]([OH:28])=[CH:23][C:22](O)=[CH:21][C:20]=4[O:19][C:18]=3[C:30]3[CH:31]=[CH:32][C:33]([OH:37])=[C:34]([OH:36])[CH:35]=3)[C@H](O)[C@@H](O)[C@@H]2O)[C@H](O)[C@H](O)[C@H]1O.[CH3:44][CH:45]1[O:50][CH:49]([O:51][CH2:52][CH:53]2[O:58][CH:57]([O:59]C3C(=O)C4C(=CC(O)=CC=4O)OC=3C3C=CC(O)=C(O)C=3)[CH:56]([OH:81])[CH:55]([OH:82])[CH:54]2[OH:83])[CH:48]([OH:84])[CH:47]([OH:85])[CH:46]1[OH:86].[CH2:87]1[C@H]2C3N(C[C@@H]1CNC2)C(=O)C=CC=3, predict the reaction product. (9) Given the reactants [C:1]([O:5][C:6]([NH:8][C@H:9]([C:12]([OH:14])=O)[CH2:10][OH:11])=[O:7])([CH3:4])([CH3:3])[CH3:2].C(N(CC)CC)C.P(C#N)(=O)(OCC)OCC.[NH2:32][CH2:33][CH2:34][N:35]1[C:44]2[C:39](=[C:40]([F:49])[CH:41]=[CH:42][C:43]=2[O:45][CH2:46][CH2:47][CH3:48])[C:38](=[O:50])[C:37]([C:51]2[CH:56]=[CH:55][C:54]([O:57][CH3:58])=[CH:53][CH:52]=2)=[CH:36]1, predict the reaction product. The product is: [F:49][C:40]1[CH:41]=[CH:42][C:43]([O:45][CH2:46][CH2:47][CH3:48])=[C:44]2[C:39]=1[C:38](=[O:50])[C:37]([C:51]1[CH:52]=[CH:53][C:54]([O:57][CH3:58])=[CH:55][CH:56]=1)=[CH:36][N:35]2[CH2:34][CH2:33][NH:32][C:12]([C@@H:9]([NH:8][C:6](=[O:7])[O:5][C:1]([CH3:2])([CH3:3])[CH3:4])[CH2:10][OH:11])=[O:14].